This data is from Reaction yield outcomes from USPTO patents with 853,638 reactions. The task is: Predict the reaction yield, written as a fraction of the theoretical maximum amount of product (1.0 means a 100% yield; for example, 0.34 means a 34% yield). (1) The reactants are [Br:1][C:2]1[CH:23]=[CH:22][CH:21]=[CH:20][C:3]=1[CH2:4][N:5]1[C:10]2[N:11]=[C:12](S(C)(=O)=O)[N:13]=[CH:14][C:9]=2[CH:8]=[CH:7][C:6]1=[O:19].[CH3:24][N:25]1[CH2:30][CH2:29][N:28]([C:31]2[CH:37]=[CH:36][C:34]([NH2:35])=[CH:33][CH:32]=2)[CH2:27][CH2:26]1. The catalyst is ClCCl. The product is [Br:1][C:2]1[CH:23]=[CH:22][CH:21]=[CH:20][C:3]=1[CH2:4][N:5]1[C:10]2[N:11]=[C:12]([NH:35][C:34]3[CH:33]=[CH:32][C:31]([N:28]4[CH2:27][CH2:26][N:25]([CH3:24])[CH2:30][CH2:29]4)=[CH:37][CH:36]=3)[N:13]=[CH:14][C:9]=2[CH:8]=[CH:7][C:6]1=[O:19]. The yield is 0.0930. (2) The catalyst is CO. The reactants are C([O:4][C:5]1[CH:14]=[CH:13][C:8]2[CH:9]=[C:10]([CH3:12])[O:11][C:7]=2[CH:6]=1)(=O)C.[C:15](Cl)(=[O:19])C(Cl)=O.[Al+3].[Cl-].[Cl-].[Cl-].[C:25]([O-])([O-])=[O:26].[K+].[K+]. The product is [OH:4][C:5]1[CH:14]=[CH:13][C:8]2[C:9]([C:25]([O:19][CH3:15])=[O:26])=[C:10]([CH3:12])[O:11][C:7]=2[CH:6]=1. The yield is 0.690.